This data is from Full USPTO retrosynthesis dataset with 1.9M reactions from patents (1976-2016). The task is: Predict the reactants needed to synthesize the given product. (1) Given the product [ClH:1].[CH3:23][O:22][C:21]1[CH:20]=[C:19]([CH2:18][CH2:17][NH:29][CH2:2][CH2:3][CH2:4][NH:5][C:6](=[O:16])[C:7]2[CH:12]=[CH:11][C:10]([N+:13]([O-:15])=[O:14])=[CH:9][CH:8]=2)[CH:28]=[CH:27][C:24]=1[O:25][CH3:26], predict the reactants needed to synthesize it. The reactants are: [Cl:1][CH2:2][CH2:3][CH2:4][NH:5][C:6](=[O:16])[C:7]1[CH:12]=[CH:11][C:10]([N+:13]([O-:15])=[O:14])=[CH:9][CH:8]=1.[CH2:17]([NH2:29])[CH2:18][C:19]1[CH:28]=[CH:27][C:24]([O:25][CH3:26])=[C:21]([O:22][CH3:23])[CH:20]=1.C(N(CC)CC)C. (2) Given the product [Br:1][C:2]1[CH:3]=[CH:4][C:5]([O:10][CH2:11][C:12]([F:15])([F:14])[F:13])=[C:6]([CH:9]=1)/[CH:7]=[C:21]1\[C:22](=[O:26])[NH:23][C:24]2[C:20]\1=[CH:19][CH:18]=[C:17]([Cl:16])[CH:25]=2, predict the reactants needed to synthesize it. The reactants are: [Br:1][C:2]1[CH:3]=[CH:4][C:5]([O:10][CH2:11][C:12]([F:15])([F:14])[F:13])=[C:6]([CH:9]=1)[CH:7]=O.[Cl:16][C:17]1[CH:25]=[C:24]2[C:20]([CH2:21][C:22](=[O:26])[NH:23]2)=[CH:19][CH:18]=1.N1CCCC1. (3) The reactants are: [H-].[Na+].[CH3:3][O:4][C:5]1[CH:22]=[CH:21][C:8]2[N:9]([C:12]3[CH:17]=[CH:16][C:15]([NH:18][CH:19]=[O:20])=[CH:14][CH:13]=3)[CH:10]=[N:11][C:7]=2[CH:6]=1.Br[CH2:24][CH2:25][O:26][CH:27]1[CH2:32][CH2:31][CH2:30][CH2:29][O:28]1.O. Given the product [CH3:3][O:4][C:5]1[CH:22]=[CH:21][C:8]2[N:9]([C:12]3[CH:13]=[CH:14][C:15]([N:18]([CH2:24][CH2:25][O:26][CH:27]4[CH2:32][CH2:31][CH2:30][CH2:29][O:28]4)[CH:19]=[O:20])=[CH:16][CH:17]=3)[CH:10]=[N:11][C:7]=2[CH:6]=1, predict the reactants needed to synthesize it. (4) Given the product [C:2]([O:6][C:7](=[O:11])[C@@H:8]([N:9]1[C:24](=[O:25])[C:23]2[C:22](=[CH:30][CH:29]=[CH:28][CH:27]=2)[C:21]1=[O:26])[CH3:10])([CH3:5])([CH3:4])[CH3:3], predict the reactants needed to synthesize it. The reactants are: Cl.[C:2]([O:6][C:7](=[O:11])[C@H:8]([CH3:10])[NH2:9])([CH3:5])([CH3:4])[CH3:3].C(N(C(C)C)CC)(C)C.[C:21]1(=O)[O:26][C:24](=[O:25])[C:23]2=[CH:27][CH:28]=[CH:29][CH:30]=[C:22]12.